From a dataset of Peptide-MHC class I binding affinity with 185,985 pairs from IEDB/IMGT. Regression. Given a peptide amino acid sequence and an MHC pseudo amino acid sequence, predict their binding affinity value. This is MHC class I binding data. (1) The peptide sequence is FPASFFIKL. The MHC is HLA-B07:02 with pseudo-sequence HLA-B07:02. The binding affinity (normalized) is 0.756. (2) The peptide sequence is TRDHVNLVL. The MHC is HLA-B18:01 with pseudo-sequence HLA-B18:01. The binding affinity (normalized) is 0.0847. (3) The peptide sequence is SRLGIVVLR. The MHC is HLA-B73:01 with pseudo-sequence YHTEYRNICAKTDVGNLYWTYNFYTWAVLAYEWH. The binding affinity (normalized) is 0.182. (4) The peptide sequence is FMYEGDTPL. The MHC is HLA-C07:01 with pseudo-sequence HLA-C07:01. The binding affinity (normalized) is 0.0847. (5) The peptide sequence is FIIDNFGSV. The MHC is HLA-C12:03 with pseudo-sequence HLA-C12:03. The binding affinity (normalized) is 1.00. (6) The peptide sequence is IAQLNRPAM. The MHC is HLA-B08:01 with pseudo-sequence HLA-B08:01. The binding affinity (normalized) is 0.390. (7) The peptide sequence is FIVEHINAM. The MHC is HLA-A31:01 with pseudo-sequence HLA-A31:01. The binding affinity (normalized) is 0.0847.